Predict the reaction yield, written as a fraction of the theoretical maximum amount of product (1.0 means a 100% yield; for example, 0.34 means a 34% yield). From a dataset of Reaction yield outcomes from USPTO patents with 853,638 reactions. (1) The reactants are [Cl:1][C:2]1[CH:7]=[C:6]([Cl:8])[CH:5]=[CH:4][C:3]=1[C:9]1[N:10]=[C:11](/[CH:14]=[CH:15]/[C:16]2[CH:21]=[CH:20][C:19]([C:22]3[CH:27]=[CH:26][C:25]([O:28][CH3:29])=[CH:24][CH:23]=3)=[CH:18][CH:17]=2)[NH:12][CH:13]=1.Br[CH2:31][CH2:32][CH:33]([CH3:35])[CH3:34].BrC[CH2:38][CH2:39][C:40]([O:42]C)=[O:41]. The catalyst is CCOCC. The product is [Cl:1][C:2]1[CH:7]=[C:6]([Cl:8])[CH:5]=[CH:4][C:3]=1[C:9]1[N:10]=[C:11](/[CH:14]=[CH:15]/[C:16]2[CH:21]=[CH:20][C:19]([C:22]3[CH:23]=[CH:24][C:25]([O:28][CH2:29][CH2:38][CH2:39][C:40]([OH:42])=[O:41])=[CH:26][CH:27]=3)=[CH:18][CH:17]=2)[N:12]([CH2:31][CH2:32][CH:33]([CH3:35])[CH3:34])[CH:13]=1. The yield is 0.00400. (2) The reactants are C([O:3][C:4]([C:6]1[NH:7][C:8]([CH:19]=O)=[C:9]([CH2:12][CH2:13][C:14]([O:16]CC)=[O:15])[C:10]=1[CH3:11])=[O:5])C.[CH3:21][C:22]1[CH:30]=[CH:29][CH:28]=[C:27]2[C:23]=1[CH2:24][C:25](=[O:31])[NH:26]2.[OH-].[K+]. The catalyst is N1CCCCC1.C(O)C. The product is [C:14]([CH2:13][CH2:12][C:9]1[C:10]([CH3:11])=[C:6]([C:4]([OH:3])=[O:5])[NH:7][C:8]=1[CH:19]=[C:24]1[C:23]2[C:27](=[CH:28][CH:29]=[CH:30][C:22]=2[CH3:21])[NH:26][C:25]1=[O:31])([OH:16])=[O:15]. The yield is 0.950. (3) The yield is 1.00. The product is [F:23][C:20]([F:21])([F:22])[C:16]1[N:15]=[C:14]([C:11]2([OH:24])[CH2:10][CH2:9][NH:8][CH2:13][CH2:12]2)[CH:19]=[CH:18][CH:17]=1. The reactants are C(OC([N:8]1[CH2:13][CH2:12][C:11]([OH:24])([C:14]2[CH:19]=[CH:18][CH:17]=[C:16]([C:20]([F:23])([F:22])[F:21])[N:15]=2)[CH2:10][CH2:9]1)=O)(C)(C)C.FC(F)(F)C(O)=O. The catalyst is C(Cl)Cl. (4) The reactants are [NH2:1][C:2]1[S:12][C:5]2[CH2:6][O:7][C:8]([CH3:11])([CH3:10])[CH2:9][C:4]=2[C:3]=1[C:13]([O:15][C:16]([CH3:19])([CH3:18])[CH3:17])=[O:14].[C:20]1([C:26]([N:28]=[C:29]=[O:30])=[O:27])[CH:25]=[CH:24][CH:23]=[CH:22][CH:21]=1. The catalyst is C1COCC1. The product is [C:26]([NH:28][C:29](=[O:30])[NH:1][C:2]1[S:12][C:5]2[CH2:6][O:7][C:8]([CH3:11])([CH3:10])[CH2:9][C:4]=2[C:3]=1[C:13]([O:15][C:16]([CH3:19])([CH3:18])[CH3:17])=[O:14])(=[O:27])[C:20]1[CH:25]=[CH:24][CH:23]=[CH:22][CH:21]=1. The yield is 0.590. (5) The reactants are [CH3:1][C:2]1([CH3:26])[CH2:11][CH2:10][C:9]2[C:8]([N:12]3[CH2:17][CH2:16][O:15][CH2:14][CH2:13]3)=[N:7][C:6]3[O:18][C:19]4[C:24](=O)[NH:23][CH:22]=[N:21][C:20]=4[C:5]=3[C:4]=2[CH2:3]1.P(Cl)(Cl)([Cl:29])=O. No catalyst specified. The product is [Cl:29][C:24]1[C:19]2[O:18][C:6]3[N:7]=[C:8]([N:12]4[CH2:17][CH2:16][O:15][CH2:14][CH2:13]4)[C:9]4[CH2:10][CH2:11][C:2]([CH3:26])([CH3:1])[CH2:3][C:4]=4[C:5]=3[C:20]=2[N:21]=[CH:22][N:23]=1. The yield is 0.750. (6) The yield is 0.400. The reactants are [C:1]([CH2:3][C:4]1([N:20]2[CH:24]=[C:23](B3OC(C)(C)C(C)(C)O3)[CH:22]=[N:21]2)[CH2:7][N:6]([C:8]2[N:9]=[CH:10][C:11]([C:14]([NH:16][CH:17]([CH3:19])[CH3:18])=[O:15])=[N:12][CH:13]=2)[CH2:5]1)#[N:2].Br[C:35]1[C:36]([CH3:41])=[N:37][NH:38][C:39]=1[CH3:40].C(=O)([O-])[O-].[Cs+].[Cs+].O. The catalyst is O1CCOCC1.C1(P(C2CCCCC2)C2C=CC=CC=2C2C(C(C)C)=CC(C(C)C)=CC=2C(C)C)CCCCC1.NC1C=CC=CC=1C1C=CC=CC=1[Pd]Cl. The product is [C:1]([CH2:3][C:4]1([N:20]2[CH:24]=[C:23]([C:35]3[C:36]([CH3:41])=[N:37][NH:38][C:39]=3[CH3:40])[CH:22]=[N:21]2)[CH2:7][N:6]([C:8]2[N:9]=[CH:10][C:11]([C:14]([NH:16][CH:17]([CH3:18])[CH3:19])=[O:15])=[N:12][CH:13]=2)[CH2:5]1)#[N:2]. (7) The reactants are Br[C:2]1[CH:3]=[C:4]([C:8]2[N:9]=[C:10]([CH:20]([CH3:22])[CH3:21])[NH:11][C:12]=2[C:13]2[CH:18]=[CH:17][CH:16]=[C:15]([CH3:19])[N:14]=2)[CH:5]=[CH:6][CH:7]=1.[F:23][C:24]1[CH:29]=[C:28]([F:30])[CH:27]=[CH:26][C:25]=1B(O)O. No catalyst specified. The product is [F:23][C:24]1[CH:29]=[C:28]([F:30])[CH:27]=[CH:26][C:25]=1[C:2]1[CH:7]=[CH:6][CH:5]=[C:4]([C:8]2[N:9]=[C:10]([CH:20]([CH3:22])[CH3:21])[NH:11][C:12]=2[C:13]2[CH:18]=[CH:17][CH:16]=[C:15]([CH3:19])[N:14]=2)[CH:3]=1. The yield is 0.870.